This data is from Reaction yield outcomes from USPTO patents with 853,638 reactions. The task is: Predict the reaction yield, written as a fraction of the theoretical maximum amount of product (1.0 means a 100% yield; for example, 0.34 means a 34% yield). (1) The reactants are C1(C)C=CC(S(O)(=O)=O)=CC=1.[CH2:12]([O:19][C:20](=[O:34])[C@H:21]([CH2:23][C:24](OCC1C=CC=CC=1)=[O:25])[NH2:22])[C:13]1[CH:18]=[CH:17][CH:16]=[CH:15][CH:14]=1.C(N(CC)CC)C.C([Mg]Cl)(C)(C)C.C(Cl)Cl. The catalyst is C(OCC)C. The product is [CH2:12]([O:19][C:20]([C@H:21]1[NH:22][C:24](=[O:25])[CH2:23]1)=[O:34])[C:13]1[CH:18]=[CH:17][CH:16]=[CH:15][CH:14]=1. The yield is 0.550. (2) The reactants are [NH2:1][C:2]1[N:3]([CH2:24][C:25]2[CH:30]=[CH:29][CH:28]=[CH:27][CH:26]=2)[C:4](=[O:23])[C:5]2([C:15]3[C:10](=[CH:11][CH:12]=[C:13](Br)[CH:14]=3)[O:9][CH:8]([C:17]3[CH:22]=[CH:21][CH:20]=[CH:19][CH:18]=3)[CH2:7]2)[N:6]=1.C([O-])([O-])=O.[Cs+].[Cs+].[C:37]([C:39]1[CH:40]=[C:41](B(O)O)[CH:42]=[CH:43][CH:44]=1)#[N:38]. The catalyst is O1CCOCC1. The product is [NH2:1][C:2]1[N:3]([CH2:24][C:25]2[CH:30]=[CH:29][CH:28]=[CH:27][CH:26]=2)[C:4](=[O:23])[C@@:5]2([C:15]3[C:10](=[CH:11][CH:12]=[C:13]([C:43]4[CH:44]=[C:39]([CH:40]=[CH:41][CH:42]=4)[C:37]#[N:38])[CH:14]=3)[O:9][C@@H:8]([C:17]3[CH:22]=[CH:21][CH:20]=[CH:19][CH:18]=3)[CH2:7]2)[N:6]=1. The yield is 0.330. (3) The reactants are [CH3:1][C:2]([CH3:9])([CH3:8])[C:3](=O)[CH2:4][C:5]#[N:6].[ClH:10].[NH:11]([C:13]1[CH:14]=[C:15]([CH:21]=[CH:22][CH:23]=1)[C:16]([O:18][CH2:19]C)=[O:17])[NH2:12]. The catalyst is CO. The product is [ClH:10].[NH2:6][C:5]1[N:11]([C:13]2[CH:14]=[C:15]([CH:21]=[CH:22][CH:23]=2)[C:16]([O:18][CH3:19])=[O:17])[N:12]=[C:3]([C:2]([CH3:9])([CH3:8])[CH3:1])[CH:4]=1. The yield is 0.860. (4) The reactants are C([O:8][C:9](=[O:23])[C:10]1[CH:15]=[CH:14][C:13]([CH:16]=[CH:17][C:18]([O:20][CH3:21])=[O:19])=[C:12]([CH3:22])[CH:11]=1)C1C=CC=CC=1.[H][H]. The catalyst is C1COCC1.CO.[Pd]. The product is [CH3:21][O:20][C:18]([CH2:17][CH2:16][C:13]1[CH:14]=[CH:15][C:10]([C:9]([OH:23])=[O:8])=[CH:11][C:12]=1[CH3:22])=[O:19]. The yield is 1.00. (5) The reactants are [F:1][C:2]1[CH:7]=[CH:6][C:5]([OH:8])=[CH:4][CH:3]=1.C1(P(C2C=CC=CC=2)C2C=CC=CC=2)C=CC=CC=1.[C:28]([N:35]1[CH2:40][CH2:39][CH2:38][CH:37]([CH2:41]O)[CH2:36]1)([O:30][C:31]([CH3:34])([CH3:33])[CH3:32])=[O:29].CCOC(/N=N/C(OCC)=O)=O. The catalyst is C1COCC1. The product is [F:1][C:2]1[CH:7]=[CH:6][C:5]([O:8][CH2:41][CH:37]2[CH2:38][CH2:39][CH2:40][N:35]([C:28]([O:30][C:31]([CH3:32])([CH3:34])[CH3:33])=[O:29])[CH2:36]2)=[CH:4][CH:3]=1. The yield is 0.420. (6) The reactants are C(OC([NH:8][C:9]1[C:10]2[N:11]([C:31](I)=[CH:32][N:33]=2)[CH2:12][C@:13]([C:16]2[CH:17]=[C:18]([NH:23][C:24](=[O:30])[O:25][C:26]([CH3:29])([CH3:28])[CH3:27])[CH:19]=[CH:20][C:21]=2[F:22])([CH3:15])[N:14]=1)=O)(C)(C)C.[CH3:35][N:36](C=O)C. The catalyst is C1C=CC([P]([Pd]([P](C2C=CC=CC=2)(C2C=CC=CC=2)C2C=CC=CC=2)([P](C2C=CC=CC=2)(C2C=CC=CC=2)C2C=CC=CC=2)[P](C2C=CC=CC=2)(C2C=CC=CC=2)C2C=CC=CC=2)(C2C=CC=CC=2)C2C=CC=CC=2)=CC=1.[C-]#N.[Zn+2].[C-]#N. The product is [NH2:8][C:9]1[C:10]2[N:11]([C:31]([C:35]#[N:36])=[CH:32][N:33]=2)[CH2:12][C@:13]([C:16]2[CH:17]=[C:18]([NH:23][C:24](=[O:30])[O:25][C:26]([CH3:27])([CH3:29])[CH3:28])[CH:19]=[CH:20][C:21]=2[F:22])([CH3:15])[N:14]=1. The yield is 0.510. (7) The reactants are [Cl:1][C:2]1[CH:19]=[CH:18][C:5]([C:6]([NH:8][C:9](=O)[CH2:10][C:11]2[CH:16]=[CH:15][CH:14]=[CH:13][CH:12]=2)=S)=[CH:4][CH:3]=1.C([O-])(=O)C.[Na+].C(O)(=O)C.O1CCOCC1.[NH:35]([C:37]1[N:42]=[C:41]([C:43]2[CH:48]=[CH:47][CH:46]=[CH:45][N:44]=2)[N:40]=[C:39]([NH2:49])[N:38]=1)[NH2:36]. The catalyst is O. The product is [CH2:10]([C:9]1[N:35]([C:37]2[N:42]=[C:41]([C:43]3[CH:48]=[CH:47][CH:46]=[CH:45][N:44]=3)[N:40]=[C:39]([NH2:49])[N:38]=2)[N:36]=[C:6]([C:5]2[CH:18]=[CH:19][C:2]([Cl:1])=[CH:3][CH:4]=2)[N:8]=1)[C:11]1[CH:16]=[CH:15][CH:14]=[CH:13][CH:12]=1. The yield is 0.600.